This data is from Reaction yield outcomes from USPTO patents with 853,638 reactions. The task is: Predict the reaction yield, written as a fraction of the theoretical maximum amount of product (1.0 means a 100% yield; for example, 0.34 means a 34% yield). The reactants are C([Br:4])(=O)C.[N+]([C:8]1[CH:13]=[CH:12][N:11]([OH:14])[CH2:10][C:9]=1[CH3:15])([O-])=O. No catalyst specified. The product is [Br:4][C:8]1[CH:13]=[CH:12][N:11]([OH:14])[CH2:10][C:9]=1[CH3:15]. The yield is 0.860.